The task is: Regression/Classification. Given a drug SMILES string, predict its absorption, distribution, metabolism, or excretion properties. Task type varies by dataset: regression for continuous measurements (e.g., permeability, clearance, half-life) or binary classification for categorical outcomes (e.g., BBB penetration, CYP inhibition). Dataset: cyp1a2_veith.. This data is from CYP1A2 inhibition data for predicting drug metabolism from PubChem BioAssay. (1) The molecule is CCCc1cc(=O)[nH]c(SCC)n1. The result is 1 (inhibitor). (2) The molecule is C[C@@H]1C[C@H]2[C@@H]3C[C@H](F)C4=CC(=O)C=C[C@@]4(C)[C@]3(F)[C@H](O)C[C@]2(C)[C@@]1(O)C(=O)CO. The result is 0 (non-inhibitor). (3) The molecule is Cc1cc(N2CCN(C)CC2)n2nc(-c3ccc(Cl)cc3)nc2n1. The result is 0 (non-inhibitor). (4) The molecule is COc1cc(C(=O)Nc2ccc(-c3nnc(-c4ccco4)o3)cc2)cc(OC)c1OC. The result is 0 (non-inhibitor). (5) The molecule is COc1cccc(C2C3(C#N)C(N)=NC(OC)(OC)C23C#N)c1. The result is 0 (non-inhibitor). (6) The molecule is COc1ccc(C(=O)Nc2ccc(NC(=O)c3ccco3)c(Cl)c2)cc1OC. The result is 0 (non-inhibitor). (7) The compound is CCNC(=S)NNC(=O)Cc1ccccc1. The result is 0 (non-inhibitor). (8) The molecule is O=c1[nH]c(=O)n(CCc2ccc(F)cc2)c(O)c1C=NCCCN1CCOCC1. The result is 0 (non-inhibitor). (9) The molecule is CC1(c2ccccc2)NC(=O)N(CC(=O)NCCC2=CCCCC2)C1=O. The result is 1 (inhibitor).